From a dataset of Reaction yield outcomes from USPTO patents with 853,638 reactions. Predict the reaction yield, written as a fraction of the theoretical maximum amount of product (1.0 means a 100% yield; for example, 0.34 means a 34% yield). (1) The reactants are [CH:1]1([CH2:7][N:8]2[C:12]([CH3:13])=[C:11]([C:14]([O:16][CH2:17][CH3:18])=[O:15])[N:10]=[CH:9]2)[CH2:6][CH2:5][CH2:4][CH2:3][CH2:2]1.C1C(=O)N([Br:26])C(=O)C1. The catalyst is CN(C=O)C.O. The yield is 0.570. The product is [Br:26][C:9]1[N:8]([CH2:7][CH:1]2[CH2:2][CH2:3][CH2:4][CH2:5][CH2:6]2)[C:12]([CH3:13])=[C:11]([C:14]([O:16][CH2:17][CH3:18])=[O:15])[N:10]=1. (2) The reactants are [N:1]1([C:7]2[CH:19]=[C:18]([C:20]([O:22][CH3:23])=[O:21])[C:10]3[NH:11][C:12]([C:14]([F:17])([F:16])[F:15])=[N:13][C:9]=3[CH:8]=2)[CH2:6][CH2:5][O:4][CH2:3][CH2:2]1.C(=O)([O-])[O-].[K+].[K+].Br[CH2:31][C:32]1[C:41]2[C:36](=[CH:37][CH:38]=[CH:39][CH:40]=2)[CH:35]=[CH:34][CH:33]=1. The catalyst is CN(C)C=O. The product is [N:1]1([C:7]2[CH:19]=[C:18]([C:20]([O:22][CH3:23])=[O:21])[C:10]3[N:11]=[C:12]([C:14]([F:17])([F:15])[F:16])[N:13]([CH2:31][C:32]4[C:41]5[C:36](=[CH:37][CH:38]=[CH:39][CH:40]=5)[CH:35]=[CH:34][CH:33]=4)[C:9]=3[CH:8]=2)[CH2:6][CH2:5][O:4][CH2:3][CH2:2]1. The yield is 0.692.